From a dataset of Full USPTO retrosynthesis dataset with 1.9M reactions from patents (1976-2016). Predict the reactants needed to synthesize the given product. (1) Given the product [Cl:12][C:13]1[CH:22]=[C:21]([NH:5][CH2:4][CH:1]2[CH2:3][CH2:2]2)[CH:20]=[CH:19][C:14]=1[C:15]([O:17][CH3:18])=[O:16], predict the reactants needed to synthesize it. The reactants are: [CH:1]1([CH2:4][NH2:5])[CH2:3][CH2:2]1.C(=O)([O-])[O-].[K+].[K+].[Cl:12][C:13]1[CH:22]=[C:21](F)[CH:20]=[CH:19][C:14]=1[C:15]([O:17][CH3:18])=[O:16]. (2) Given the product [C:1]([O:5][C:6]([NH:8][C@@H:9]([C@@H:22]([O:25][C@@H:26]([CH2:28][CH2:29][CH:30]=[CH2:31])[CH3:27])[CH2:23][CH3:24])[C:10]([N:12]1[CH2:16][C@H:15]([OH:17])[CH2:14][C@H:13]1[C:18]([OH:20])=[O:19])=[O:11])=[O:7])([CH3:2])([CH3:4])[CH3:3], predict the reactants needed to synthesize it. The reactants are: [C:1]([O:5][C:6]([NH:8][C@@H:9]([C@@H:22]([O:25][C@@H:26]([CH2:28][CH2:29][CH:30]=[CH2:31])[CH3:27])[CH2:23][CH3:24])[C:10]([N:12]1[CH2:16][C@H:15]([OH:17])[CH2:14][C@H:13]1[C:18]([O:20]C)=[O:19])=[O:11])=[O:7])([CH3:4])([CH3:3])[CH3:2].C1COCC1.[OH-].[Li+]. (3) Given the product [CH3:31][N:32]1[CH2:37][CH2:36][N:35]([CH2:1][C:3]2[CH:4]=[CH:5][C:6]([N+:28]([O-:30])=[O:29])=[C:7]([NH:9][C:10]3[S:11][C:12]([C:25]([NH2:27])=[O:26])=[C:13]([C:15]4[CH:20]=[CH:19][CH:18]=[C:17]([C:21]([F:23])([F:22])[F:24])[CH:16]=4)[N:14]=3)[CH:8]=2)[CH2:34][CH2:33]1, predict the reactants needed to synthesize it. The reactants are: [CH:1]([C:3]1[CH:4]=[CH:5][C:6]([N+:28]([O-:30])=[O:29])=[C:7]([NH:9][C:10]2[S:11][C:12]([C:25]([NH2:27])=[O:26])=[C:13]([C:15]3[CH:20]=[CH:19][CH:18]=[C:17]([C:21]([F:24])([F:23])[F:22])[CH:16]=3)[N:14]=2)[CH:8]=1)=O.[CH3:31][N:32]1[CH2:37][CH2:36][NH:35][CH2:34][CH2:33]1.C(O[BH-](OC(=O)C)OC(=O)C)(=O)C.[Na+]. (4) Given the product [Cl:1][C:2]1[CH:3]=[C:4]([C:9]23[CH:14]([CH:15]=[N:41][OH:42])[CH:13]2[CH2:12][N:11]([C:17]([O:19][C:20]([CH3:23])([CH3:22])[CH3:21])=[O:18])[CH2:10]3)[CH:5]=[CH:6][C:7]=1[Cl:8], predict the reactants needed to synthesize it. The reactants are: [Cl:1][C:2]1[CH:3]=[C:4]([C:9]23[CH:14]([CH:15]=O)[CH:13]2[CH2:12][N:11]([C:17]([O:19][C:20]([CH3:23])([CH3:22])[CH3:21])=[O:18])[CH2:10]3)[CH:5]=[CH:6][C:7]=1[Cl:8].C1(=O)NC(=O)C=C1.ClC1C=C(C=CC=1Cl)N.Cl.[NH2:41][OH:42].N1C=CC=CC=1.